This data is from Peptide-MHC class I binding affinity with 185,985 pairs from IEDB/IMGT. The task is: Regression. Given a peptide amino acid sequence and an MHC pseudo amino acid sequence, predict their binding affinity value. This is MHC class I binding data. The peptide sequence is NLMVNEQAA. The MHC is HLA-A02:01 with pseudo-sequence HLA-A02:01. The binding affinity (normalized) is 0.0847.